Dataset: Experimentally validated miRNA-target interactions with 360,000+ pairs, plus equal number of negative samples. Task: Binary Classification. Given a miRNA mature sequence and a target amino acid sequence, predict their likelihood of interaction. (1) The miRNA is hsa-miR-193b-5p with sequence CGGGGUUUUGAGGGCGAGAUGA. The protein sequence of the target gene is MLTLQTWLVQALFIFLTTESTGELLDPCGYISPESPVVQLHSNFTAVCVLKEKCMDYFHVNANYIVWKTNHFTIPKEQYTIINRTASSVTFTDIASLNIQLTCNILTFGQLEQNVYGITIISGLPPEKPKNLSCIVNEGKKMRCEWDGGRETHLETNFTLKSEWATHKFADCKAKRDTPTSCTVDYSTVYFVNIEVWVEAENALGKVTSDHINFDPVYKVKPNPPHNLSVINSEELSSILKLTWTNPSIKSVIILKYNIQYRTKDASTWSQIPPEDTASTRSSFTVQDLKPFTEYVFRIR.... Result: 0 (no interaction). (2) The miRNA is hsa-miR-1275 with sequence GUGGGGGAGAGGCUGUC. The protein sequence of the target gene is MLPPQKKPWESMAKGLVLGALFTSFLLLVYSYAVPPLHAGLASTTPEAAASCSPPALEPEAVIRANGSAGECQPRRNIVFLKTHKTASSTLLNILFRFGQKHRLKFAFPNGRNDFDYPTFFARSLVQDYRPGACFNIICNHMRFHYDEVRGLVPTNAIFITVLRDPARLFESSFHYFGPVVPLTWKLSAGDKLTEFLQDPDRYYDPNGFNAHYLRNLLFFDLGYDNSLDPSSPQVQEHILEVERRFHLVLLQEYFDESLVLLKDLLCWELEDVLYFKLNARRDSPVPRLSGELYGRATAW.... Result: 0 (no interaction).